Dataset: Full USPTO retrosynthesis dataset with 1.9M reactions from patents (1976-2016). Task: Predict the reactants needed to synthesize the given product. (1) The reactants are: ClC1N(CC2C=CC=CC=2C#N)C(=O)NC(=O)C=1.C(O)(=O)C1C=CC=CC=1.[NH2:28][CH:29]1[CH2:34][CH2:33][CH2:32][N:31]([C:35]2[N:40]([CH2:41][C:42]3[CH:49]=[CH:48][CH:47]=[CH:46][C:43]=3[C:44]#[N:45])[C:39](=[O:50])[N:38](C)[C:37](=[O:52])[CH:36]=2)[CH2:30]1. Given the product [NH2:28][C@@H:29]1[CH2:34][CH2:33][CH2:32][N:31]([C:35]2[N:40]([CH2:41][C:42]3[CH:49]=[CH:48][CH:47]=[CH:46][C:43]=3[C:44]#[N:45])[C:39](=[O:50])[NH:38][C:37](=[O:52])[CH:36]=2)[CH2:30]1, predict the reactants needed to synthesize it. (2) Given the product [C:1]([O:6][CH:7]1[CH2:8][O:12][C:10](=[O:11])[CH2:9]1)(=[O:5])[C:2]([CH3:4])=[CH2:3], predict the reactants needed to synthesize it. The reactants are: [C:1]([O:6][CH2:7][CH:8]1[O:12][C:10](=[O:11])[CH2:9]1)(=[O:5])[C:2]([CH3:4])=[CH2:3].B(F)(F)F. (3) Given the product [F:1][C:2]([F:41])([F:40])[C:3]1[CH:4]=[C:5]([CH:33]=[C:34]([C:36]([F:39])([F:38])[F:37])[CH:35]=1)[CH2:6][N:7]([CH2:14][C:15]1[C:16]([C:25]([CH:27]2[CH2:32][CH2:31][CH2:30][CH2:29][CH2:28]2)=[N:44][OH:43])=[N:17][CH:18]=[C:19]([C:21]([F:24])([F:23])[F:22])[CH:20]=1)[C:8]1[N:9]=[N:10][N:11]([CH3:13])[N:12]=1, predict the reactants needed to synthesize it. The reactants are: [F:1][C:2]([F:41])([F:40])[C:3]1[CH:4]=[C:5]([CH:33]=[C:34]([C:36]([F:39])([F:38])[F:37])[CH:35]=1)[CH2:6][N:7]([CH2:14][C:15]1[C:16]([C:25]([CH:27]2[CH2:32][CH2:31][CH2:30][CH2:29][CH2:28]2)=O)=[N:17][CH:18]=[C:19]([C:21]([F:24])([F:23])[F:22])[CH:20]=1)[C:8]1[N:9]=[N:10][N:11]([CH3:13])[N:12]=1.Cl.[OH:43][NH2:44].[OH-].[Na+].Cl. (4) Given the product [NH2:1][C:4]1[S:8][C:7]([C:9]([O:11][C:12]([CH3:15])([CH3:14])[CH3:13])=[O:10])=[CH:6][CH:5]=1, predict the reactants needed to synthesize it. The reactants are: [N+:1]([C:4]1[S:8][C:7]([C:9]([O:11][C:12]([CH3:15])([CH3:14])[CH3:13])=[O:10])=[CH:6][CH:5]=1)([O-])=O.[Cl-].[NH4+]. (5) Given the product [Br:1][C:2]1[CH:15]=[CH:14][C:13]2[O:12][C:11]3[C:6](=[CH:7][C:8]([I:16])=[CH:9][CH:10]=3)[C:5](=[CH2:18])[C:4]=2[CH:3]=1, predict the reactants needed to synthesize it. The reactants are: [Br:1][C:2]1[CH:15]=[CH:14][C:13]2[O:12][C:11]3[C:6](=[CH:7][C:8]([I:16])=[CH:9][CH:10]=3)[C:5](=O)[C:4]=2[CH:3]=1.[CH3:18][Mg]Br.CCOCC.CC1C=CC(S([O-])(=O)=O)=CC=1.C1C=C[NH+]=CC=1. (6) Given the product [CH2:1]([O:8][C:9]([NH:11][C@H:12]1[CH2:13][C@@H:14]([C:25]([N:28]2[CH2:33][CH2:32][O:31][CH2:30][CH2:29]2)=[O:27])[CH2:15][N:16]([C:18]([O:20][C:21]([CH3:22])([CH3:24])[CH3:23])=[O:19])[CH2:17]1)=[O:10])[C:2]1[CH:7]=[CH:6][CH:5]=[CH:4][CH:3]=1, predict the reactants needed to synthesize it. The reactants are: [CH2:1]([O:8][C:9]([NH:11][C@@H:12]1[CH2:17][N:16]([C:18]([O:20][C:21]([CH3:24])([CH3:23])[CH3:22])=[O:19])[CH2:15][C@H:14]([C:25]([OH:27])=O)[CH2:13]1)=[O:10])[C:2]1[CH:7]=[CH:6][CH:5]=[CH:4][CH:3]=1.[NH:28]1[CH2:33][CH2:32][O:31][CH2:30][CH2:29]1.N1(O)C2C=CC=CC=2N=N1.CCN=C=NCCCN(C)C.Cl. (7) Given the product [C:31]([O:34][C:4]1[CH:5]=[C:6]([Cl:19])[C:7]([O:8][C:9]2[CH:14]=[CH:13][C:12]([NH2:15])=[C:11]([NH2:16])[CH:10]=2)=[C:2]([Cl:1])[C:3]=1[CH3:26])(=[O:33])[CH3:32], predict the reactants needed to synthesize it. The reactants are: [Cl:1][C:2]1[CH:3]=[C:4](CC(O)=O)[CH:5]=[C:6]([Cl:19])[C:7]=1[O:8][C:9]1[CH:14]=[CH:13][C:12]([NH2:15])=[C:11]([N+:16]([O-])=O)[CH:10]=1.CO.[C:26](=O)([O-])O.[Na+].[C:31]([O:34]CC)(=[O:33])[CH3:32].